This data is from Reaction yield outcomes from USPTO patents with 853,638 reactions. The task is: Predict the reaction yield, written as a fraction of the theoretical maximum amount of product (1.0 means a 100% yield; for example, 0.34 means a 34% yield). (1) The reactants are [F:1][C:2]1[CH:3]=[C:4]([CH:15]=[CH:16][CH:17]=1)[CH2:5][O:6][C:7]1[CH:14]=[CH:13][C:10]([CH2:11][NH2:12])=[CH:9][CH:8]=1.[S:18]1[C:22]2[CH:23]=[C:24]([C:27](O)=[O:28])[CH:25]=[CH:26][C:21]=2[N:20]=[CH:19]1.F[P-](F)(F)(F)(F)F.N1(O[P+](N(C)C)(N(C)C)N(C)C)C2C=CC=CC=2N=N1.C(N(CC)CC)C. The catalyst is O1CCCC1.O.C(OCC)(=O)C. The product is [F:1][C:2]1[CH:3]=[C:4]([CH:15]=[CH:16][CH:17]=1)[CH2:5][O:6][C:7]1[CH:14]=[CH:13][C:10]([CH2:11][NH:12][C:27]([C:24]2[CH:25]=[CH:26][C:21]3[N:20]=[CH:19][S:18][C:22]=3[CH:23]=2)=[O:28])=[CH:9][CH:8]=1. The yield is 0.680. (2) The reactants are [OH:1][CH2:2][C@@H:3]1[C:11]2[C:6](=[CH:7][CH:8]=[CH:9][CH:10]=2)[CH2:5][C@@H:4]1[OH:12].N1C=CN=C1.[C:18]([Si:22]([CH3:25])([CH3:24])Cl)([CH3:21])([CH3:20])[CH3:19]. The catalyst is C(Cl)Cl. The product is [Si:22]([O:1][CH2:2][C@@H:3]1[C:11]2[C:6](=[CH:7][CH:8]=[CH:9][CH:10]=2)[CH2:5][C@@H:4]1[OH:12])([C:18]([CH3:21])([CH3:20])[CH3:19])([CH3:25])[CH3:24]. The yield is 0.620.